The task is: Predict the reaction yield, written as a fraction of the theoretical maximum amount of product (1.0 means a 100% yield; for example, 0.34 means a 34% yield).. This data is from Reaction yield outcomes from USPTO patents with 853,638 reactions. (1) The reactants are Br[C:2]1[C:15]2[C:16]3=[C:17]4[C:12](=[CH:13][CH:14]=2)[CH:11]=[CH:10][C:9](Br)=[C:8]4[CH:7]=[CH:6][C:5]3=[CH:4][CH:3]=1.[CH3:19][C:20]1[CH:21]=[C:22]([NH:26][C:27]2[CH:32]=[CH:31][CH:30]=[C:29]([C:33]3([C:46]4[CH:51]=[CH:50][CH:49]=[CH:48][CH:47]=4)[C:45]4[CH:44]=[CH:43][CH:42]=[CH:41][C:40]=4[C:39]4[C:34]3=[CH:35][CH:36]=[CH:37][CH:38]=4)[CH:28]=2)[CH:23]=[CH:24][CH:25]=1.[CH3:52][C:53]([CH3:56])([O-])[CH3:54].[Na+].[C:67](P([C:67]([CH3:70])([CH3:69])[CH3:68])[C:67]([CH3:70])([CH3:69])[CH3:68])([CH3:70])([CH3:69])[CH3:68]. The catalyst is C1C=CC(/C=C/C(/C=C/C2C=CC=CC=2)=O)=CC=1.C1C=CC(/C=C/C(/C=C/C2C=CC=CC=2)=O)=CC=1.[Pd].C1(C)C=CC=CC=1.CCCCCC. The product is [CH3:19][C:20]1[CH:21]=[C:22]([N:26]([C:27]2[CH:32]=[CH:31][CH:30]=[C:29]([C:33]3([C:46]4[CH:51]=[CH:50][CH:49]=[CH:48][CH:47]=4)[C:45]4[CH:44]=[CH:43][CH:42]=[CH:41][C:40]=4[C:39]4[C:34]3=[CH:35][CH:36]=[CH:37][CH:38]=4)[CH:28]=2)[C:2]2[C:15]3=[C:16]4[C:17]5[C:12]([CH:13]=[CH:14]3)=[CH:11][CH:10]=[C:9]([N:26]([C:22]3[CH:21]=[CH:20][CH:69]=[C:67]([CH3:68])[CH:70]=3)[C:27]3[CH:28]=[CH:29][CH:54]=[C:53]([C:56]6([C:49]7[CH:48]=[CH:47][CH:46]=[CH:51][CH:50]=7)[C:41]7[CH:42]=[CH:43][CH:44]=[CH:45][C:40]=7[C:39]7[C:38]6=[CH:37][CH:36]=[CH:35][CH:34]=7)[CH:52]=3)[C:8]=5[CH:7]=[CH:6][C:5]4=[CH:4][CH:3]=2)[CH:23]=[CH:24][CH:25]=1. The yield is 0.670. (2) The reactants are [N:1]1([C:5]2[N:10]=[C:9]([CH2:11][CH3:12])[N:8]=[C:7]([NH:13][NH:14][C:15](=[O:35])[C@H:16]([CH2:29][CH:30]3[CH2:34][CH2:33][CH2:32][CH2:31]3)[CH2:17][N:18]([O:21]CC3C=CC=CC=3)[CH:19]=[O:20])[C:6]=2[F:36])[CH2:4][CH2:3][CH2:2]1. The catalyst is CO. The product is [N:1]1([C:5]2[N:10]=[C:9]([CH2:11][CH3:12])[N:8]=[C:7]([NH:13][NH:14][C:15](=[O:35])[C@H:16]([CH2:29][CH:30]3[CH2:31][CH2:32][CH2:33][CH2:34]3)[CH2:17][N:18]([OH:21])[CH:19]=[O:20])[C:6]=2[F:36])[CH2:2][CH2:3][CH2:4]1. The yield is 0.760. (3) The product is [C:10]([O:14][C:15]([N:17]1[CH2:21][CH2:20][CH:19]([N:4]2[CH:5]=[C:6]([N+:7]([O-:9])=[O:8])[C:2]([CH3:1])=[N:3]2)[CH2:18]1)=[O:16])([CH3:13])([CH3:11])[CH3:12]. The reactants are [CH3:1][C:2]1[C:6]([N+:7]([O-:9])=[O:8])=[CH:5][NH:4][N:3]=1.[C:10]([O:14][C:15]([N:17]1[CH2:21][CH2:20][CH:19](O)[CH2:18]1)=[O:16])([CH3:13])([CH3:12])[CH3:11].C1(P(C2C=CC=CC=2)C2C=CC=CC=2)C=CC=CC=1.N(C(OCC)=O)=NC(OCC)=O. The catalyst is C1COCC1. The yield is 0.350. (4) The reactants are [CH3:1][O:2][C:3]1[CH:4]=[C:5]([NH:18][C:19](=[O:25])[O:20][C:21]([CH3:24])([CH3:23])[CH3:22])[CH:6]=[CH:7][C:8]=1B1OC(C)(C)C(C)(C)O1.Cl[C:27]1[C:32]([CH:33]=[O:34])=[CH:31][N:30]=[CH:29][CH:28]=1.P([O-])([O-])([O-])=O.[K+].[K+].[K+]. The catalyst is O1CCOCC1.O.C1C=CC(P(C2C=CC=CC=2)[C-]2C=CC=C2)=CC=1.C1C=CC(P(C2C=CC=CC=2)[C-]2C=CC=C2)=CC=1.Cl[Pd]Cl.[Fe+2].C(Cl)Cl. The product is [CH:33]([C:32]1[CH:31]=[N:30][CH:29]=[CH:28][C:27]=1[C:8]1[CH:7]=[CH:6][C:5]([NH:18][C:19](=[O:25])[O:20][C:21]([CH3:22])([CH3:23])[CH3:24])=[CH:4][C:3]=1[O:2][CH3:1])=[O:34]. The yield is 0.780. (5) The reactants are [CH3:1][N:2]1[C:6]([C:7]2[CH2:12][CH2:11][N:10]([C:13]([O:15][C:16]([CH3:19])([CH3:18])[CH3:17])=[O:14])[CH2:9][CH:8]=2)=[C:5]([N+:20]([O-])=O)[CH:4]=[N:3]1.[Cl-].[NH4+]. The catalyst is C(O)C.O.[Fe]. The product is [NH2:20][C:5]1[CH:4]=[N:3][N:2]([CH3:1])[C:6]=1[C:7]1[CH2:12][CH2:11][N:10]([C:13]([O:15][C:16]([CH3:18])([CH3:17])[CH3:19])=[O:14])[CH2:9][CH:8]=1. The yield is 0.640. (6) The reactants are [C:1]([C:5]1[N:9]=[C:8]([C:10]2[CH:15]=[C:14]([O:16][CH2:17][C@@H:18]3[CH2:22][CH2:21][CH2:20][N:19]3C(OC(C)(C)C)=O)[C:13]([CH:30]3[CH2:32][CH2:31]3)=[CH:12][N:11]=2)[O:7][N:6]=1)([CH3:4])([CH3:3])[CH3:2].O1CCOCC1. The catalyst is Cl. The product is [C:1]([C:5]1[N:9]=[C:8]([C:10]2[CH:15]=[C:14]([O:16][CH2:17][C@@H:18]3[CH2:22][CH2:21][CH2:20][NH:19]3)[C:13]([CH:30]3[CH2:31][CH2:32]3)=[CH:12][N:11]=2)[O:7][N:6]=1)([CH3:4])([CH3:2])[CH3:3]. The yield is 0.370.